Dataset: Reaction yield outcomes from USPTO patents with 853,638 reactions. Task: Predict the reaction yield, written as a fraction of the theoretical maximum amount of product (1.0 means a 100% yield; for example, 0.34 means a 34% yield). (1) The reactants are [CH3:1][N:2]1[CH2:7][CH2:6][C:5](=O)[CH2:4][CH2:3]1.Cl.[CH3:10][O:11][C:12]1[CH:19]=[C:18]([O:20][CH3:21])[CH:17]=[CH:16][C:13]=1[CH2:14][NH2:15].[SH:22][CH2:23][C:24](O)=[O:25].O. The catalyst is C1C=CC=CC=1. The product is [CH3:10][O:11][C:12]1[CH:19]=[C:18]([O:20][CH3:21])[CH:17]=[CH:16][C:13]=1[CH2:14][N:15]1[C:5]2([CH2:6][CH2:7][N:2]([CH3:1])[CH2:3][CH2:4]2)[S:22][CH2:23][C:24]1=[O:25]. The yield is 0.150. (2) The reactants are [NH2:1][C:2]([NH:4][N:5]=[C:6]([C:9]1[CH:14]=[CH:13][CH:12]=[CH:11][CH:10]=1)[CH:7]=O)=[O:3]. The catalyst is C(O)(=O)C. The product is [C:9]1([C:6]2[CH:7]=[N:1][C:2](=[O:3])[NH:4][N:5]=2)[CH:14]=[CH:13][CH:12]=[CH:11][CH:10]=1. The yield is 0.901. (3) The reactants are [N:1]12[CH2:7][C:4]([C:8]([C:16]3[CH:21]=[CH:20][CH:19]=[CH:18][CH:17]=3)([C:10]3[CH:15]=[CH:14][CH:13]=[CH:12][CH:11]=3)[OH:9])([CH2:5][CH2:6]1)[CH2:3][CH2:2]2.[Br:22][CH2:23][CH2:24][CH2:25][O:26][C:27]1[CH:32]=[CH:31][CH:30]=[CH:29][C:28]=1[OH:33]. The catalyst is CC#N. The product is [Br-:22].[OH:9][C:8]([C:16]1[CH:21]=[CH:20][CH:19]=[CH:18][CH:17]=1)([C:10]1[CH:15]=[CH:14][CH:13]=[CH:12][CH:11]=1)[C:4]12[CH2:7][N+:1]([CH2:23][CH2:24][CH2:25][O:26][C:27]3[CH:32]=[CH:31][CH:30]=[CH:29][C:28]=3[OH:33])([CH2:6][CH2:5]1)[CH2:2][CH2:3]2. The yield is 0.370. (4) The reactants are Cl[C:2]([O:4][CH2:5][CH3:6])=[O:3].[NH2:7][C:8]1[CH:9]=[C:10]([CH:26]=[CH:27][C:28]=1[F:29])[NH:11][C:12]1[C:21]2[C:16](=[CH:17][C:18]([O:24][CH3:25])=[C:19]([O:22][CH3:23])[CH:20]=2)[N:15]=[CH:14][N:13]=1.C(N(CC)CC)C. The catalyst is C(Cl)Cl. The product is [F:29][C:28]1[CH:27]=[CH:26][C:10]([NH:11][C:12]2[C:21]3[C:16](=[CH:17][C:18]([O:24][CH3:25])=[C:19]([O:22][CH3:23])[CH:20]=3)[N:15]=[CH:14][N:13]=2)=[CH:9][C:8]=1[NH:7][C:2]([O:4][CH2:5][CH3:6])=[O:3]. The yield is 0.190.